Dataset: PAMPA (Parallel Artificial Membrane Permeability Assay) permeability data from NCATS. Task: Regression/Classification. Given a drug SMILES string, predict its absorption, distribution, metabolism, or excretion properties. Task type varies by dataset: regression for continuous measurements (e.g., permeability, clearance, half-life) or binary classification for categorical outcomes (e.g., BBB penetration, CYP inhibition). Dataset: pampa_ncats. (1) The compound is COC1=CC=C(C=C1)NC2CCCN(C2)C(=O)CCC3=CC=CC=C3F. The result is 1 (high permeability). (2) The drug is C1=CC=C(C=C1)C2=CSC(=N2)NC(=O)C3=C(C=NC=C3)NS(=O)(=O)C4=CC(=CC=C4)Cl. The result is 1 (high permeability). (3) The molecule is CN1C2=CN(C(=C2C(=O)N(C1=O)C)C3=CC=C(C=C3)Cl)CCC4=CC=CC=C4. The result is 1 (high permeability). (4) The drug is CCOC(=O)C1=CC=C(C=C1)N2C(C3=C(NN=C3C2=O)C4=CC=CO4)C5=CC=C(C=C5)C. The result is 0 (low-to-moderate permeability). (5) The compound is CN(C)C1=CC=CC(=C1)C2=CC(=NC=N2)N3CCC(CC3)C(=O)N. The result is 1 (high permeability).